Task: Predict the reaction yield, written as a fraction of the theoretical maximum amount of product (1.0 means a 100% yield; for example, 0.34 means a 34% yield).. Dataset: Reaction yield outcomes from USPTO patents with 853,638 reactions (1) The reactants are C([O:8][C:9]1[C:14]([O:15][CH3:16])=[CH:13][C:12]([C:17]2[CH:22]=[CH:21][C:20]([N:23]([CH3:52])[CH2:24][CH2:25][N:26]([C:28]3[CH:29]=[CH:30][C:31]([C:34]4[CH:39]=[C:38]([O:40][CH3:41])[C:37]([O:42]CC5C=CC=CC=5)=[C:36]([O:50][CH3:51])[CH:35]=4)=[N:32][CH:33]=3)[CH3:27])=[CH:19][N:18]=2)=[CH:11][C:10]=1[O:53][CH3:54])C1C=CC=CC=1.[CH3:55][S:56]([OH:59])(=[O:58])=[O:57]. The catalyst is C(O)(=O)C.[Pd].CO. The product is [CH3:55][S:56]([OH:59])(=[O:58])=[O:57].[CH3:55][S:56]([OH:59])(=[O:58])=[O:57].[OH:8][C:9]1[C:14]([O:15][CH3:16])=[CH:13][C:12]([C:17]2[CH:22]=[CH:21][C:20]([N:23]([CH3:52])[CH2:24][CH2:25][N:26]([C:28]3[CH:29]=[CH:30][C:31]([C:34]4[CH:35]=[C:36]([O:50][CH3:51])[C:37]([OH:42])=[C:38]([O:40][CH3:41])[CH:39]=4)=[N:32][CH:33]=3)[CH3:27])=[CH:19][N:18]=2)=[CH:11][C:10]=1[O:53][CH3:54]. The yield is 0.310. (2) The reactants are Br.[N+:2]([C:5]1[CH:10]=[CH:9][C:8]([CH2:11][C@@H:12]([C:14]2[N:15]=[C:16]([C:19]3[CH:24]=[CH:23][CH:22]=[CH:21][CH:20]=3)[S:17][CH:18]=2)[NH2:13])=[CH:7][CH:6]=1)([O-:4])=[O:3].C([O-])([O-])=O.[Ca+2].[C:30](Cl)(Cl)=[S:31]. The catalyst is C(Cl)(Cl)(Cl)Cl.O.C(Cl)Cl.O. The product is [N:13]([C@H:12]([C:14]1[N:15]=[C:16]([C:19]2[CH:20]=[CH:21][CH:22]=[CH:23][CH:24]=2)[S:17][CH:18]=1)[CH2:11][C:8]1[CH:7]=[CH:6][C:5]([N+:2]([O-:4])=[O:3])=[CH:10][CH:9]=1)=[C:30]=[S:31]. The yield is 0.930. (3) The reactants are [Cl:1][C:2]1[CH:7]=[CH:6][C:5]([CH:8]2[CH2:12][CH2:11][CH2:10][C:9]2=[O:13])=[CH:4][CH:3]=1.[C:14](Cl)([N:16]=[C:17]=[O:18])=[O:15]. The catalyst is C(OCC)(=O)C. The product is [Cl:1][C:2]1[CH:3]=[CH:4][C:5]([CH:8]2[C:9]3[O:13][C:17](=[O:18])[NH:16][C:14](=[O:15])[C:10]=3[CH2:11][CH2:12]2)=[CH:6][CH:7]=1. The yield is 0.511.